From a dataset of Forward reaction prediction with 1.9M reactions from USPTO patents (1976-2016). Predict the product of the given reaction. (1) Given the reactants Br[C:2]1[CH:3]=[CH:4][C:5]([O:28][CH3:29])=[C:6]([N:8]2[C:17]3[C:12](=[CH:13][C:14]([S:18]([NH:21][C:22]4[CH:26]=[CH:25][O:24][N:23]=4)(=[O:20])=[O:19])=[CH:15][CH:16]=3)[CH:11]=[CH:10][C:9]2=[O:27])[CH:7]=1.C(NC(C)C)(C)C.[C:37]([CH:39]1[CH2:43][CH2:42][CH2:41][CH2:40]1)#[CH:38].Cl, predict the reaction product. The product is: [CH:39]1([C:37]#[C:38][C:2]2[CH:3]=[CH:4][C:5]([O:28][CH3:29])=[C:6]([N:8]3[C:17]4[C:12](=[CH:13][C:14]([S:18]([NH:21][C:22]5[CH:26]=[CH:25][O:24][N:23]=5)(=[O:20])=[O:19])=[CH:15][CH:16]=4)[CH:11]=[CH:10][C:9]3=[O:27])[CH:7]=2)[CH2:43][CH2:42][CH2:41][CH2:40]1. (2) Given the reactants [F:1][C:2]([C:6]1[CH:11]=[C:10]([CH3:12])[CH:9]=[CH:8][N:7]=1)([F:5])[CH2:3][CH3:4].[Mn]([O-])(=O)(=O)=[O:14].[K+].Cl.[OH2:20], predict the reaction product. The product is: [F:5][C:2]([C:6]1[CH:11]=[C:10]([CH:9]=[CH:8][N:7]=1)[C:12]([OH:14])=[O:20])([F:1])[CH2:3][CH3:4]. (3) Given the reactants [Cl:1]CCl.Cl.[NH2:5][C:6](=[O:24])[C@:7]([NH:16]C(=O)OC(C)(C)C)([C:9]1[CH:14]=[CH:13][CH:12]=[CH:11][C:10]=1[Cl:15])[CH3:8], predict the reaction product. The product is: [ClH:1].[NH2:16][C@@:7]([C:9]1[CH:14]=[CH:13][CH:12]=[CH:11][C:10]=1[Cl:15])([CH3:8])[C:6]([NH2:5])=[O:24]. (4) Given the reactants Br[C:2]1[N:7]2[N:8]=[C:9]([NH:11][C:12](=[O:19])[C:13]3[CH:18]=[CH:17][CH:16]=[N:15][CH:14]=3)[N:10]=[C:6]2[CH:5]=[CH:4][CH:3]=1.[CH2:20]([NH2:27])[C:21]1[CH:26]=[CH:25][CH:24]=[CH:23][CH:22]=1, predict the reaction product. The product is: [CH2:20]([NH:27][C:2]1[N:7]2[N:8]=[C:9]([NH:11][C:12](=[O:19])[C:13]3[CH:18]=[CH:17][CH:16]=[N:15][CH:14]=3)[N:10]=[C:6]2[CH:5]=[CH:4][CH:3]=1)[C:21]1[CH:26]=[CH:25][CH:24]=[CH:23][CH:22]=1. (5) Given the reactants [CH:1]1([N:5]([CH2:14][C:15]2[CH:20]=[CH:19][N:18]=[C:17]([C:21]3[CH:26]=[CH:25][C:24]([F:27])=[C:23]([OH:28])[CH:22]=3)[CH:16]=2)[C:6]([C:8]2[N:9]=[CH:10][N:11]([CH3:13])[CH:12]=2)=[O:7])[CH2:4][CH2:3][CH2:2]1.[Cl:29][C:30]([F:35])([F:34])C([O-])=O.[Na+].C(=O)([O-])[O-].[Cs+].[Cs+].[ClH:43].[OH-].[Na+], predict the reaction product. The product is: [ClH:29].[ClH:43].[CH:1]1([N:5]([CH2:14][C:15]2[CH:20]=[CH:19][N:18]=[C:17]([C:21]3[CH:26]=[CH:25][C:24]([F:27])=[C:23]([O:28][CH:30]([F:35])[F:34])[CH:22]=3)[CH:16]=2)[C:6]([C:8]2[N:9]=[CH:10][N:11]([CH3:13])[CH:12]=2)=[O:7])[CH2:2][CH2:3][CH2:4]1. (6) Given the reactants [Br:1][C:2]1[C:3]([C:13]#[N:14])=[C:4]([CH3:12])[C:5]([OH:11])=[C:6]([CH:10]=1)[C:7]([OH:9])=[O:8].[C:15](Cl)(=O)C(Cl)=O.CN(C=O)C, predict the reaction product. The product is: [Br:1][C:2]1[C:3]([C:13]#[N:14])=[C:4]([CH3:12])[C:5]([OH:11])=[C:6]([CH:10]=1)[C:7]([O:9][CH3:15])=[O:8]. (7) The product is: [N:16]1([C:28]2([F:31])[CH:29]=[CH:30][C:25]([N:16]([CH2:17][CH2:18][C:19]3[CH:20]=[CH:21][CH:22]=[CH:23][CH:24]=3)[C:15]([NH2:14])=[O:33])=[C:26]([F:32])[CH2:27]2)[CH2:36][CH2:35][CH2:19][CH2:18][CH2:17]1. Given the reactants C(OC(N1CCC([NH:14][C:15](=[O:33])[N:16]([C:25]2[CH:30]=[CH:29][C:28]([F:31])=[CH:27][C:26]=2[F:32])[CH2:17][CH2:18][C:19]2[CH:24]=[CH:23][CH:22]=[CH:21][CH:20]=2)CC1)=O)(C)(C)C.F[C:35](F)(F)[C:36](O)=O, predict the reaction product. (8) Given the reactants [F:1][CH:2]([F:15])[CH2:3][N:4]1[CH:8]=[C:7]([C:9]([O:11]CC)=[O:10])[N:6]=[C:5]1[CH3:14].[OH-].[Na+].Cl, predict the reaction product. The product is: [F:15][CH:2]([F:1])[CH2:3][N:4]1[CH:8]=[C:7]([C:9]([OH:11])=[O:10])[N:6]=[C:5]1[CH3:14]. (9) The product is: [CH2:4]([O:3][C:1]([N:11]1[CH2:19][CH2:18][CH2:17][CH:13]([NH:27][C:30]([O:24][C:20]([CH3:23])([CH3:22])[CH3:21])=[O:39])[CH2:12]1)=[O:2])[C:5]1[CH:6]=[CH:7][CH:8]=[CH:9][CH:10]=1. Given the reactants [C:1]([N:11]1[CH2:19][CH2:18][CH2:17][C@@H:13](C(O)=O)[CH2:12]1)([O:3][CH2:4][C:5]1[CH:10]=[CH:9][CH:8]=[CH:7][CH:6]=1)=[O:2].[C:20]([OH:24])([CH3:23])([CH3:22])[CH3:21].C([N:27]([CH2:30]C)CC)C.C1C=CC(P(N=[N+]=[N-])(C2C=CC=CC=2)=[O:39])=CC=1, predict the reaction product.